Dataset: Reaction yield outcomes from USPTO patents with 853,638 reactions. Task: Predict the reaction yield, written as a fraction of the theoretical maximum amount of product (1.0 means a 100% yield; for example, 0.34 means a 34% yield). (1) The reactants are [Cl:1][C:2]1[CH:7]=[CH:6][CH:5]=[C:4]([CH2:8][C:9]2[N:14]=[C:13]([O:15]C)[CH:12]=[C:11]([O:17][CH3:18])[N:10]=2)[C:3]=1[NH:19][S:20]([CH:23]([F:25])[F:24])(=[O:22])=[O:21].Br. The catalyst is CC(C)=O. The product is [Cl:1][C:2]1[CH:7]=[CH:6][CH:5]=[C:4]([CH2:8][C:9]2[N:14]=[C:13]([OH:15])[CH:12]=[C:11]([O:17][CH3:18])[N:10]=2)[C:3]=1[NH:19][S:20]([CH:23]([F:25])[F:24])(=[O:22])=[O:21]. The yield is 0.820. (2) The product is [N:4]12[CH2:9][CH2:8][C:7]([C:10]([O:12][CH2:13][CH3:14])=[O:11])([CH2:6][CH2:5]1)[CH2:2][CH2:3]2. The reactants are Cl[CH2:2][CH2:3][N:4]1[CH2:9][CH2:8][CH:7]([C:10]([O:12][CH2:13][CH3:14])=[O:11])[CH2:6][CH2:5]1.[Li+].CC([N-]C(C)C)C. The catalyst is C1COCC1. The yield is 0.957. (3) The reactants are [CH:1]1([N:6]2[C:14]3[CH:13]=[C:12]([CH:15]=O)[CH:11]=[C:10]([C:17]([NH:19][CH2:20][C:21]4[C:22](=[O:29])[NH:23][C:24]([CH3:28])=[CH:25][C:26]=4[CH3:27])=[O:18])[C:9]=3[CH:8]=[N:7]2)[CH2:5][CH2:4][CH2:3][CH2:2]1.C(O)(=O)C.[CH3:34][N:35]1[CH2:40][CH2:39][NH:38][CH2:37][CH2:36]1.[BH3-]C#N.[Na+]. The product is [CH:1]1([N:6]2[C:14]3[CH:13]=[C:12]([CH2:15][N:38]4[CH2:39][CH2:40][N:35]([CH3:34])[CH2:36][CH2:37]4)[CH:11]=[C:10]([C:17]([NH:19][CH2:20][C:21]4[C:22](=[O:29])[NH:23][C:24]([CH3:28])=[CH:25][C:26]=4[CH3:27])=[O:18])[C:9]=3[CH:8]=[N:7]2)[CH2:5][CH2:4][CH2:3][CH2:2]1. The catalyst is CO. The yield is 0.288. (4) The reactants are [C:1]([NH:8][CH2:9][CH2:10][NH2:11])([O:3][C:4]([CH3:7])([CH3:6])[CH3:5])=[O:2].[CH2:12]([CH:15]([CH2:19][C:20]#[CH:21])[C:16](O)=O)[C:13]#[CH:14].CN([C:25]([O:29]N1N=NC2C=CC=CC1=2)=[N+](C)C)C.[B-](F)(F)(F)F.CCN(C(C)C)C(C)C. The catalyst is CC#N. The product is [C:4]([O:3][C:1](=[O:2])[NH:8][CH2:9][CH2:10][NH:11][C:25](=[O:29])[CH2:16][CH:15]([CH2:19][C:20]#[CH:21])[CH2:12][C:13]#[CH:14])([CH3:5])([CH3:6])[CH3:7]. The yield is 0.310. (5) The reactants are [CH3:1][O:2][C:3]1[CH:4]=[C:5]2[C:10](=[CH:11][C:12]=1[O:13][CH2:14][CH2:15][CH2:16]Cl)[N:9]=[CH:8][NH:7][C:6]2=[O:18].[NH:19]1[CH2:24][CH2:23][CH2:22][CH2:21][CH2:20]1.[OH-].[Na+]. No catalyst specified. The product is [CH3:1][O:2][C:3]1[CH:4]=[C:5]2[C:10](=[CH:11][C:12]=1[O:13][CH2:14][CH2:15][CH2:16][N:19]1[CH2:24][CH2:23][CH2:22][CH2:21][CH2:20]1)[N:9]=[CH:8][NH:7][C:6]2=[O:18]. The yield is 0.890. (6) The reactants are [Cl:1][C:2]1[CH:3]=[C:4]([NH:9][C:10]2[N:15]=[C:14](S(C)(=O)=O)[C:13]([C:20]3[CH:21]=[N:22][CH:23]=[N:24][CH:25]=3)=[CH:12][N:11]=2)[CH:5]=[CH:6][C:7]=1[F:8].C([N:29]([CH2:33][CH3:34])[CH:30]([CH3:32])C)(C)C.O.CN1C(=O)C[CH2:39][CH2:38]1. No catalyst specified. The product is [N:29]1([C:14]2[C:13]([C:20]3[CH:21]=[N:22][CH:23]=[N:24][CH:25]=3)=[CH:12][N:11]=[C:10]([NH:9][C:4]3[CH:5]=[CH:6][C:7]([F:8])=[C:2]([Cl:1])[CH:3]=3)[N:15]=2)[CH2:30][CH2:32][CH2:39][CH2:38][CH2:34][CH2:33]1. The yield is 0.210. (7) The reactants are N[C:2]1[CH:7]=[CH:6][CH:5]=[C:4]([CH3:8])[C:3]=1[C:9]([C:11]1[CH:16]=[CH:15][CH:14]=[CH:13][C:12]=1[CH3:17])=[O:10].N([O-])=O.[Na+]. The catalyst is O1CCCC1.F[B-](F)(F)F.[H+].O.C([O-])(=O)C.[Pd+2].C([O-])(=O)C. The product is [CH3:8][C:4]1[C:3]2[C:9](=[O:10])[C:11]3[C:16](=[CH:15][CH:14]=[CH:13][C:12]=3[CH3:17])[C:2]=2[CH:7]=[CH:6][CH:5]=1. The yield is 0.290.